This data is from Forward reaction prediction with 1.9M reactions from USPTO patents (1976-2016). The task is: Predict the product of the given reaction. The product is: [C:22]([N:11]1[CH2:12][CH2:13][CH:9]([NH:8][C:6]([O:5][C:1]([CH3:4])([CH3:2])[CH3:3])=[O:7])[CH2:10]1)([O:24][CH2:25][C:26]1[CH:31]=[CH:30][CH:29]=[CH:28][CH:27]=1)=[O:23]. Given the reactants [C:1]([O:5][C:6]([NH:8][CH:9]1[CH2:13][CH2:12][NH:11][CH2:10]1)=[O:7])([CH3:4])([CH3:3])[CH3:2].C(N(CC)CC)C.Cl[C:22]([O:24][CH2:25][C:26]1[CH:31]=[CH:30][CH:29]=[CH:28][CH:27]=1)=[O:23], predict the reaction product.